This data is from Catalyst prediction with 721,799 reactions and 888 catalyst types from USPTO. The task is: Predict which catalyst facilitates the given reaction. Reactant: [Cl:1][C:2]1[C:7]([CH2:8][OH:9])=[C:6]([CH3:10])[N:5]=[C:4]2[N:11]([CH2:16][C:17]3[CH:22]=[CH:21][C:20]([O:23][CH3:24])=[CH:19][CH:18]=3)[C:12]([CH3:15])=[C:13]([CH3:14])[C:3]=12.C(N(CC)CC)C. Product: [Cl:1][C:2]1[C:7]([CH:8]=[O:9])=[C:6]([CH3:10])[N:5]=[C:4]2[N:11]([CH2:16][C:17]3[CH:18]=[CH:19][C:20]([O:23][CH3:24])=[CH:21][CH:22]=3)[C:12]([CH3:15])=[C:13]([CH3:14])[C:3]=12. The catalyst class is: 16.